This data is from Reaction yield outcomes from USPTO patents with 853,638 reactions. The task is: Predict the reaction yield, written as a fraction of the theoretical maximum amount of product (1.0 means a 100% yield; for example, 0.34 means a 34% yield). (1) The reactants are [CH3:1][N:2]1[C:6]2[CH:7]=[CH:8][CH:9]=[CH:10][C:5]=2[N:4]=[C:3]1[NH2:11].[C:12](N1C=CN=C1)([N:14]1[CH:18]=[CH:17][N:16]=[CH:15]1)=[S:13]. The catalyst is C(#N)C. The product is [CH3:1][N:2]1[C:6]2[CH:7]=[CH:8][CH:9]=[CH:10][C:5]=2[N:4]=[C:3]1[NH:11][C:12]([N:14]1[CH:18]=[CH:17][N:16]=[CH:15]1)=[S:13]. The yield is 0.715. (2) The reactants are [Cl:1][C:2]1[N:3]=[CH:4][C:5]2[NH:11][C:10](=[O:12])[CH2:9][CH2:8][N:7]([CH:13]3[CH2:17][CH2:16][CH2:15][CH2:14]3)[C:6]=2[N:18]=1.CI.[CH3:21]C(C)=O.C(=O)=O.[H-].[Na+]. The catalyst is CN(C=O)C. The product is [Cl:1][C:2]1[N:3]=[CH:4][C:5]2[N:11]([CH3:21])[C:10](=[O:12])[CH2:9][CH2:8][N:7]([CH:13]3[CH2:17][CH2:16][CH2:15][CH2:14]3)[C:6]=2[N:18]=1. The yield is 0.750. (3) The reactants are Br[C:2]1[CH:3]=[CH:4][C:5]2[O:9][C:8]([C:10]([O:12][CH3:13])=[O:11])=[C:7]([CH3:14])[C:6]=2[CH:15]=1.[CH3:16][N:17](C)C=O. The catalyst is [C-]#N.[Zn+2].[C-]#N.C1C=CC([P]([Pd]([P](C2C=CC=CC=2)(C2C=CC=CC=2)C2C=CC=CC=2)([P](C2C=CC=CC=2)(C2C=CC=CC=2)C2C=CC=CC=2)[P](C2C=CC=CC=2)(C2C=CC=CC=2)C2C=CC=CC=2)(C2C=CC=CC=2)C2C=CC=CC=2)=CC=1.O. The product is [C:16]([C:2]1[CH:3]=[CH:4][C:5]2[O:9][C:8]([C:10]([O:12][CH3:13])=[O:11])=[C:7]([CH3:14])[C:6]=2[CH:15]=1)#[N:17]. The yield is 0.870. (4) The reactants are C(OC([NH:8][C:9]1[C:10]([C:16]2[N:17](C(OC(C)(C)C)=O)[C:18]3[C:23]([CH:24]=2)=[CH:22][C:21]([F:25])=[CH:20][CH:19]=3)=[N:11][C:12]([Cl:15])=[CH:13][CH:14]=1)=O)(C)(C)C.C(O)(C(F)(F)F)=O.C(Cl)Cl.[OH-].[Na+]. No catalyst specified. The product is [Cl:15][C:12]1[N:11]=[C:10]([C:16]2[NH:17][C:18]3[C:23]([CH:24]=2)=[CH:22][C:21]([F:25])=[CH:20][CH:19]=3)[C:9]([NH2:8])=[CH:14][CH:13]=1. The yield is 0.438. (5) The reactants are [CH2:1]([O:3][C:4]([CH:6]1[CH2:11][CH2:10][NH:9][CH2:8][CH2:7]1)=[O:5])[CH3:2].[C:12]([O:16][C:17](O[C:17]([O:16][C:12]([CH3:15])([CH3:14])[CH3:13])=[O:18])=[O:18])([CH3:15])([CH3:14])[CH3:13]. The catalyst is C(#N)C. The product is [CH2:1]([O:3][C:4]([CH:6]1[CH2:11][CH2:10][N:9]([C:17]([O:16][C:12]([CH3:15])([CH3:14])[CH3:13])=[O:18])[CH2:8][CH2:7]1)=[O:5])[CH3:2]. The yield is 0.940. (6) The reactants are [C:1]([C:3]1[C:11]2[C:6](=[CH:7][C:8]([C:12]([O:14]C)=[O:13])=[CH:9][CH:10]=2)[NH:5][N:4]=1)#[N:2].[OH-].[Li+]. The catalyst is CO.O1CCCC1. The product is [C:1]([C:3]1[C:11]2[C:6](=[CH:7][C:8]([C:12]([OH:14])=[O:13])=[CH:9][CH:10]=2)[NH:5][N:4]=1)#[N:2]. The yield is 0.370. (7) The reactants are Cl.[NH2:2][CH2:3][C:4]([NH2:6])=[O:5].[OH-].[K+].[Br:9][C:10]1[CH:17]=[CH:16][C:13]([CH:14]=O)=[CH:12][CH:11]=1.C(O[BH-](OC(=O)C)OC(=O)C)(=O)C.[Na+]. The catalyst is CO.O.C(Cl)Cl.[Cl-].[Na+]. The product is [Br:9][C:10]1[CH:17]=[CH:16][C:13]([CH2:14][NH:2][CH2:3][C:4]([NH2:6])=[O:5])=[CH:12][CH:11]=1. The yield is 0.585. (8) The reactants are O1CCCC1.CS(C)=O.[N:10]1[CH:15]=[CH:14][CH:13]=[CH:12][C:11]=1[CH2:16][CH2:17][C:18]1[CH:23]=[CH:22][C:21](/[CH:24]=[CH:25]/[N+:26]([O-:28])=[O:27])=[CH:20][CH:19]=1.C(O)(=O)C.[BH4-].[Na+]. The catalyst is O. The product is [N:10]1[CH:15]=[CH:14][CH:13]=[CH:12][C:11]=1[CH2:16][CH2:17][C:18]1[CH:19]=[CH:20][C:21]([CH2:24][CH2:25][N+:26]([O-:28])=[O:27])=[CH:22][CH:23]=1. The yield is 0.740.